This data is from Reaction yield outcomes from USPTO patents with 853,638 reactions. The task is: Predict the reaction yield, written as a fraction of the theoretical maximum amount of product (1.0 means a 100% yield; for example, 0.34 means a 34% yield). The product is [O:16]=[C:15]1[C:14]2[C:9](=[CH:10][CH:11]=[CH:12][CH:13]=2)[NH:8][CH:7]=[C:6]1[C:4]([OH:5])=[O:3]. The yield is 0.920. The reactants are C([O:3][C:4]([C:6]1[CH:7]=[N:8][C:9]2[C:14]([C:15]=1[OH:16])=[CH:13][CH:12]=[CH:11][CH:10]=2)=[O:5])C. The catalyst is [OH-].[Na+].